This data is from CYP1A2 inhibition data for predicting drug metabolism from PubChem BioAssay. The task is: Regression/Classification. Given a drug SMILES string, predict its absorption, distribution, metabolism, or excretion properties. Task type varies by dataset: regression for continuous measurements (e.g., permeability, clearance, half-life) or binary classification for categorical outcomes (e.g., BBB penetration, CYP inhibition). Dataset: cyp1a2_veith. (1) The compound is CC(=O)N1CCC2(CCCN(c3ccccn3)C2)CC1. The result is 0 (non-inhibitor). (2) The drug is S=C(Nc1ccc2cn[nH]c2c1)Nc1ccc2cn[nH]c2c1. The result is 1 (inhibitor).